This data is from Reaction yield outcomes from USPTO patents with 853,638 reactions. The task is: Predict the reaction yield, written as a fraction of the theoretical maximum amount of product (1.0 means a 100% yield; for example, 0.34 means a 34% yield). (1) The reactants are ClCC(O)=[O:4].[CH3:6][C:7]1[NH:12][C:11](=S)[NH:10][C:9](=[O:14])[C:8]=1[CH2:15][C:16]([OH:18])=[O:17]. No catalyst specified. The product is [CH3:6][C:7]1[NH:12][C:11](=[O:4])[NH:10][C:9](=[O:14])[C:8]=1[CH2:15][C:16]([OH:18])=[O:17]. The yield is 0.770. (2) The reactants are C[Si]([N-][Si](C)(C)C)(C)C.[Na+].[Br:11][C:12]1[C:13]([C:20]2[C:21](F)=[N:22][CH:23]=[C:24]([C:26]3[CH:31]=[CH:30][C:29]([CH2:32][N:33]4[CH2:38][CH2:37][CH2:36][CH2:35][CH2:34]4)=[CH:28][CH:27]=3)[CH:25]=2)=[C:14]([NH2:19])[CH:15]=[N:16][C:17]=1[Cl:18]. The catalyst is C1COCC1.O. The product is [Br:11][C:12]1[C:13]2[C:20]3[CH:25]=[C:24]([C:26]4[CH:31]=[CH:30][C:29]([CH2:32][N:33]5[CH2:38][CH2:37][CH2:36][CH2:35][CH2:34]5)=[CH:28][CH:27]=4)[CH:23]=[N:22][C:21]=3[NH:19][C:14]=2[CH:15]=[N:16][C:17]=1[Cl:18]. The yield is 0.170. (3) The reactants are [NH2:1][C:2]1[C:3]([C:25](OCC)=[O:26])=[N:4][C:5]([NH:17][C:18]2[CH:23]=[CH:22][C:21]([OH:24])=[CH:20][CH:19]=2)=[N:6][C:7]=1[NH:8][C:9]1[CH:14]=[CH:13][CH:12]=[CH:11][C:10]=1[O:15][CH3:16].OC1C=CC([NH:37]C2N=C(C(OCC)=O)C([N+]([O-])=O)=C(NC3C=CC=CC=3OC)N=2)=CC=1.[CH2:61]([OH:63])C. The catalyst is [Pd]. The product is [OH:24][C:21]1[CH:22]=[CH:23][C:18]([NH:17][C:5]2[N:6]=[C:7]3[C:2]([NH:1][C:61](=[O:63])[N:8]3[C:9]3[CH:14]=[CH:13][CH:12]=[CH:11][C:10]=3[O:15][CH3:16])=[C:3]([C:25]([NH2:37])=[O:26])[N:4]=2)=[CH:19][CH:20]=1. The yield is 0.980.